From a dataset of Reaction yield outcomes from USPTO patents with 853,638 reactions. Predict the reaction yield, written as a fraction of the theoretical maximum amount of product (1.0 means a 100% yield; for example, 0.34 means a 34% yield). (1) The reactants are [CH3:1][O:2][C:3]1[CH:8]=[CH:7][C:6]([C:9]2[N:10]=[C:11]([CH:27]3[CH2:32][CH2:31][N:30]([C:33](=[O:37])[N:34]([OH:36])[CH3:35])[CH2:29][CH2:28]3)[N:12]([CH2:22][C:23]([O:25]C)=[O:24])[C:13]=2[C:14]2[CH:19]=[CH:18][C:17]([O:20][CH3:21])=[CH:16][CH:15]=2)=[CH:5][CH:4]=1.O.[OH-].[Li+].C(O)(=O)C. The catalyst is CO.O. The product is [CH3:1][O:2][C:3]1[CH:8]=[CH:7][C:6]([C:9]2[N:10]=[C:11]([CH:27]3[CH2:32][CH2:31][N:30]([C:33](=[O:37])[N:34]([OH:36])[CH3:35])[CH2:29][CH2:28]3)[N:12]([CH2:22][C:23]([OH:25])=[O:24])[C:13]=2[C:14]2[CH:15]=[CH:16][C:17]([O:20][CH3:21])=[CH:18][CH:19]=2)=[CH:5][CH:4]=1. The yield is 0.790. (2) The reactants are [CH:1]([C:4]1[N:5]=[C:6]2[CH:11]=[C:10]([C:12]([NH:14][C:15]3[CH:20]=[CH:19][CH:18]=[CH:17][CH:16]=3)=[O:13])[CH:9]=[CH:8][N:7]2[CH:21]=1)([CH3:3])[CH3:2]. The catalyst is C(O)(=O)C. The product is [CH:2](/[C:21]1[N:7]2[CH:8]=[CH:9][C:10]([C:12]([NH:14][C:15]3[CH:16]=[CH:17][CH:18]=[CH:19][CH:20]=3)=[O:13])=[CH:11][C:6]2=[N:5][C:4]=1[CH:1]([CH3:3])[CH3:2])=[CH:1]\[CH2:4][CH3:21]. The yield is 0.720. (3) The reactants are [CH2:1]([N:3]1[C:7]([C:8]2[CH:9]=[C:10]([C:13]([O:15][CH3:16])=[O:14])[S:11][CH:12]=2)=[CH:6][CH:5]=[N:4]1)[CH3:2].C1C(=O)N([Br:24])C(=O)C1. The catalyst is C1COCC1. The product is [Br:24][C:6]1[CH:5]=[N:4][N:3]([CH2:1][CH3:2])[C:7]=1[C:8]1[CH:9]=[C:10]([C:13]([O:15][CH3:16])=[O:14])[S:11][CH:12]=1. The yield is 0.780. (4) The catalyst is C(Cl)Cl. The reactants are [CH2:1]([NH:3][C:4]([N:17]1[CH:21]([C:22]2[CH:27]=[CH:26][CH:25]=[CH:24][CH:23]=2)[CH2:20][CH:19]=[N:18]1)=[N:5][S:6]([C:9]1[CH:14]=[CH:13][C:12]([O:15]C)=[CH:11][CH:10]=1)(=[O:8])=[O:7])[CH3:2].B(Br)(Br)Br. The yield is 0.340. The product is [CH2:1]([NH:3][C:4]([N:17]1[CH:21]([C:22]2[CH:27]=[CH:26][CH:25]=[CH:24][CH:23]=2)[CH2:20][CH:19]=[N:18]1)=[N:5][S:6]([C:9]1[CH:10]=[CH:11][C:12]([OH:15])=[CH:13][CH:14]=1)(=[O:8])=[O:7])[CH3:2].